Dataset: Forward reaction prediction with 1.9M reactions from USPTO patents (1976-2016). Task: Predict the product of the given reaction. (1) Given the reactants [CH2:1]([O:3][C:4](=[O:23])[C:5]1[CH:10]=[CH:9][CH:8]=[C:7]([S:11][C:12]2[C:20]3[C:15](=[CH:16][C:17]([Cl:21])=[CH:18][CH:19]=3)[NH:14][C:13]=2[CH3:22])[CH:6]=1)[CH3:2].Br[C:25]1[CH:26]=[N:27][N:28]([CH2:30][CH3:31])[CH:29]=1, predict the reaction product. The product is: [CH2:1]([O:3][C:4](=[O:23])[C:5]1[CH:10]=[CH:9][CH:8]=[C:7]([SH:11]([C:25]2[CH:26]=[N:27][N:28]([CH2:30][CH3:31])[CH:29]=2)[C:12]2[C:20]3[C:15](=[CH:16][C:17]([Cl:21])=[CH:18][CH:19]=3)[NH:14][C:13]=2[CH3:22])[CH:6]=1)[CH3:2]. (2) Given the reactants [O:1]=[CH:2][C@H:3]([C@H:5]([C@@H:7]([C@H:9]([CH2:11][OH:12])[OH:10])[OH:8])[OH:6])[OH:4].CC(O[C:17]([CH3:19])=[O:18])=O.C([O:23][CH2:24][CH3:25])(=O)C, predict the reaction product. The product is: [C:2]([O:1][CH:2]1[CH:3]([O:4][C:5](=[O:6])[CH3:7])[CH:5]([O:6][C:9](=[O:10])[CH3:11])[CH:7]([O:8][C:24](=[O:23])[CH3:25])[CH:9]([CH2:11][O:12][C:17](=[O:18])[CH3:19])[O:10]1)(=[O:1])[CH3:3]. (3) The product is: [F:1][C:2]1[CH:10]=[C:9]([OH:11])[C:8]([CH:20]([CH3:27])[CH3:21])=[CH:7][C:3]=1[C:4]([OH:6])=[O:5]. Given the reactants [F:1][C:2]1[CH:10]=[C:9]([O:11]C)[C:8](OC(C)C)=[CH:7][C:3]=1[C:4]([OH:6])=[O:5].[I-].[Li+].N1C(C)=CC(C)=[CH:21][C:20]=1[CH3:27], predict the reaction product. (4) Given the reactants [Cl:1][C:2]1[C:6]([S:7]([C:10]([C:13]2[CH:18]=[CH:17][N:16]=[CH:15][CH:14]=2)([F:12])[CH3:11])(=[O:9])=[O:8])=[CH:5][N:4]([CH3:19])[N:3]=1, predict the reaction product. The product is: [Cl:1][C:2]1[C:6]([S:7]([C:10]([CH:13]2[CH2:18][CH2:17][NH:16][CH2:15][CH2:14]2)([F:12])[CH3:11])(=[O:8])=[O:9])=[CH:5][N:4]([CH3:19])[N:3]=1. (5) Given the reactants [Br:1][C:2]1[CH:6]=[N:5][N:4]([CH3:7])[C:3]=1[C:8]1[CH:9]=[C:10]([NH:15][C:16]([NH:18][C:19]2[CH:24]=[CH:23][C:22]([Cl:25])=[CH:21][CH:20]=2)=[O:17])[CH:11]=[CH:12][C:13]=1[OH:14].O[CH2:27][CH2:28][C:29]1[CH:34]=[CH:33][N:32]=[CH:31][CH:30]=1.C1(P(C2C=CC=CC=2)C2C=CC=CC=2)C=CC=CC=1.CC(OC(/N=N/C(OC(C)C)=O)=O)C, predict the reaction product. The product is: [Br:1][C:2]1[CH:6]=[N:5][N:4]([CH3:7])[C:3]=1[C:8]1[CH:9]=[C:10]([NH:15][C:16]([NH:18][C:19]2[CH:20]=[CH:21][C:22]([Cl:25])=[CH:23][CH:24]=2)=[O:17])[CH:11]=[CH:12][C:13]=1[O:14][CH2:27][CH2:28][C:29]1[CH:34]=[CH:33][N:32]=[CH:31][CH:30]=1. (6) Given the reactants [Cl:1][C:2]1[CH:7]=[CH:6][CH:5]=[CH:4][C:3]=1[C@H:8]([N:18]([C:28]1[CH:33]=[CH:32][CH:31]=[C:30]([F:34])[CH:29]=1)[C:19]([C@@H:21]1[CH2:26][O:25][CH2:24][C:23](=[O:27])[NH:22]1)=[O:20])[C:9]([NH:11][CH:12]1[CH2:15][C:14]([F:17])([F:16])[CH2:13]1)=[O:10].Br[C:36]1[N:41]=[CH:40][CH:39]=[CH:38][N:37]=1.CC1(C)C2C(=C(P(C3C=CC=CC=3)C3C=CC=CC=3)C=CC=2)OC2C(P(C3C=CC=CC=3)C3C=CC=CC=3)=CC=CC1=2.C([O-])([O-])=O.[Cs+].[Cs+], predict the reaction product. The product is: [Cl:1][C:2]1[CH:7]=[CH:6][CH:5]=[CH:4][C:3]=1[C@H:8]([N:18]([C:28]1[CH:33]=[CH:32][CH:31]=[C:30]([F:34])[CH:29]=1)[C:19]([C@@H:21]1[CH2:26][O:25][CH2:24][C:23](=[O:27])[N:22]1[C:36]1[N:41]=[CH:40][CH:39]=[CH:38][N:37]=1)=[O:20])[C:9]([NH:11][CH:12]1[CH2:15][C:14]([F:17])([F:16])[CH2:13]1)=[O:10]. (7) Given the reactants [CH2:1]([C:3]([C:22]1[CH:27]=[CH:26][C:25](/[CH:28]=[CH:29]/[C:30]([C:36]([F:39])([F:38])[F:37])([OH:35])[C:31]([F:34])([F:33])[F:32])=[C:24]([CH3:40])[CH:23]=1)([C:6]1[CH:11]=[CH:10][C:9](B2OC(C)(C)C(C)(C)O2)=[C:8]([CH3:21])[CH:7]=1)[CH2:4][CH3:5])[CH3:2].[CH2:41]([O:43][C:44](=[O:53])[CH2:45][C:46]1[CH:47]=[CH:48][C:49](Br)=[N:50][CH:51]=1)[CH3:42].P([O-])([O-])([O-])=O.[K+].[K+].[K+], predict the reaction product. The product is: [CH2:41]([O:43][C:44](=[O:53])[CH2:45][C:46]1[CH:51]=[N:50][C:49]([C:9]2[CH:10]=[CH:11][C:6]([C:3]([CH2:4][CH3:5])([C:22]3[CH:27]=[CH:26][C:25](/[CH:28]=[CH:29]/[C:30]([OH:35])([C:36]([F:37])([F:39])[F:38])[C:31]([F:34])([F:33])[F:32])=[C:24]([CH3:40])[CH:23]=3)[CH2:1][CH3:2])=[CH:7][C:8]=2[CH3:21])=[CH:48][CH:47]=1)[CH3:42]. (8) Given the reactants [C:1]([O:5][C:6](=[O:29])[NH:7][C:8]1[CH:13]=[CH:12][C:11]([C:14]2[CH:15]=[N:16][C:17]([O:20][CH2:21][C:22]3[CH:27]=[CH:26][CH:25]=[CH:24][CH:23]=3)=[CH:18][CH:19]=2)=[CH:10][C:9]=1[NH2:28])([CH3:4])([CH3:3])[CH3:2].CC1(C)[O:36][C:35](=O)[CH:34]=[C:33]([C:38]2[CH:43]=[CH:42][CH:41]=[C:40]([C:44]([F:47])([F:46])[F:45])[CH:39]=2)[O:32]1, predict the reaction product. The product is: [C:1]([O:5][C:6](=[O:29])[NH:7][C:8]1[CH:13]=[CH:12][C:11]([C:14]2[CH:15]=[N:16][C:17]([O:20][CH2:21][C:22]3[CH:23]=[CH:24][CH:25]=[CH:26][CH:27]=3)=[CH:18][CH:19]=2)=[CH:10][C:9]=1[NH:28][C:35](=[O:36])[CH2:34][C:33](=[O:32])[C:38]1[CH:43]=[CH:42][CH:41]=[C:40]([C:44]([F:45])([F:47])[F:46])[CH:39]=1)([CH3:4])([CH3:2])[CH3:3]. (9) The product is: [CH2:20]([O:19][C:13]1[CH:12]=[C:11]2[C:16]([C:7]([O:6][C:5]3[CH:27]=[CH:28][C:2]([NH:1][C:35]([NH:30][CH:31]4[CH2:33][CH2:32]4)=[O:38])=[C:3]([Cl:29])[CH:4]=3)=[CH:8][CH:9]=[N:10]2)=[CH:15][C:14]=1[C:17]#[N:18])[C:21]1[CH:26]=[CH:25][CH:24]=[CH:23][CH:22]=1. Given the reactants [NH2:1][C:2]1[CH:28]=[CH:27][C:5]([O:6][C:7]2[C:16]3[C:11](=[CH:12][C:13]([O:19][CH2:20][C:21]4[CH:26]=[CH:25][CH:24]=[CH:23][CH:22]=4)=[C:14]([C:17]#[N:18])[CH:15]=3)[N:10]=[CH:9][CH:8]=2)=[CH:4][C:3]=1[Cl:29].[N:30]1[CH:35]=C[CH:33]=[CH:32][CH:31]=1.ClC(OC1C=CC=CC=1)=[O:38].C1(N)CC1, predict the reaction product. (10) Given the reactants [C:1]([NH:7][C:8]1[CH:13]=[CH:12][CH:11]=[CH:10][CH:9]=1)(=[O:6])[CH2:2]C(C)=O.[N:14]([O-])=[O:15].[Na+].S(=O)(=O)(O)O, predict the reaction product. The product is: [OH:15][N:14]=[CH:2][C:1]([NH:7][C:8]1[CH:13]=[CH:12][CH:11]=[CH:10][CH:9]=1)=[O:6].